Dataset: Peptide-MHC class I binding affinity with 185,985 pairs from IEDB/IMGT. Task: Regression. Given a peptide amino acid sequence and an MHC pseudo amino acid sequence, predict their binding affinity value. This is MHC class I binding data. (1) The peptide sequence is YEEAGRGSM. The binding affinity (normalized) is 0.213. The MHC is HLA-A11:01 with pseudo-sequence HLA-A11:01. (2) The peptide sequence is KTKISVEKI. The MHC is HLA-A68:02 with pseudo-sequence HLA-A68:02. The binding affinity (normalized) is 0. (3) The peptide sequence is TPVWHVTSA. The MHC is HLA-A69:01 with pseudo-sequence HLA-A69:01. The binding affinity (normalized) is 0.0847. (4) The peptide sequence is VFGAIYGAAF. The MHC is HLA-A24:02 with pseudo-sequence HLA-A24:02. The binding affinity (normalized) is 0.466. (5) The peptide sequence is LARFPCNVI. The MHC is HLA-B18:01 with pseudo-sequence HLA-B18:01. The binding affinity (normalized) is 0.0847.